From a dataset of Forward reaction prediction with 1.9M reactions from USPTO patents (1976-2016). Predict the product of the given reaction. (1) Given the reactants [F:1][C:2]1[CH:3]=[C:4]2[C:9](=[CH:10][CH:11]=1)[N:8]=[C:7](Cl)[N:6]=[C:5]2Cl.[NH2:14][C:15]1[CH:22]=[CH:21][C:18]([CH2:19][NH2:20])=[CH:17][CH:16]=1.[F:23][C:24]1[CH:32]=[CH:31][C:27]([C:28](Cl)=[O:29])=[CH:26][CH:25]=1.[CH3:33][NH:34][CH3:35], predict the reaction product. The product is: [CH3:33][N:34]([CH3:35])[C:7]1[N:6]=[C:5]([NH:20][CH2:19][C:18]2[CH:21]=[CH:22][C:15]([NH:14][C:28](=[O:29])[C:27]3[CH:31]=[CH:32][C:24]([F:23])=[CH:25][CH:26]=3)=[CH:16][CH:17]=2)[C:4]2[C:9](=[CH:10][CH:11]=[C:2]([F:1])[CH:3]=2)[N:8]=1. (2) Given the reactants Br[CH2:2][C:3](=O)[CH2:4][C@@H:5]1[CH2:10][CH2:9][CH2:8][CH2:7][N:6]1[C:11]([O:13][C:14]([CH3:17])([CH3:16])[CH3:15])=[O:12].[CH3:19][O:20][C:21]1[CH:26]=[CH:25][N:24]=[C:23]([NH2:27])[CH:22]=1, predict the reaction product. The product is: [CH3:19][O:20][C:21]1[CH:26]=[CH:25][N:24]2[CH:2]=[C:3]([CH2:4][C@@H:5]3[CH2:10][CH2:9][CH2:8][CH2:7][N:6]3[C:11]([O:13][C:14]([CH3:17])([CH3:16])[CH3:15])=[O:12])[N:27]=[C:23]2[CH:22]=1. (3) Given the reactants [Br:1][C:2]1[CH:3]=[C:4]2[C:9](=[CH:10][CH:11]=1)[N:8]=[C:7]([CH2:12][NH2:13])[CH:6]=[CH:5]2.CCN(CC)CC.[C:21](Cl)(=[O:23])[CH3:22], predict the reaction product. The product is: [Br:1][C:2]1[CH:3]=[C:4]2[C:9](=[CH:10][CH:11]=1)[N:8]=[C:7]([CH2:12][NH:13][C:21](=[O:23])[CH3:22])[CH:6]=[CH:5]2. (4) Given the reactants ClC([O:4][C:5](Cl)(Cl)Cl)=O.[Cl:9][C:10]1[C:11]([O:20][C:21]2[CH:25]=[C:24]([CH3:26])[NH:23][N:22]=2)=[N:12][CH:13]=[C:14]([C:16]([F:19])([F:18])[F:17])[CH:15]=1.[CH:27]([NH2:31])([CH2:29][CH3:30])[CH3:28].C(=O)([O-])[O-].[K+].[K+], predict the reaction product. The product is: [CH:27]([NH:31][C:5]([N:23]1[C:24]([CH3:26])=[CH:25][C:21]([O:20][C:11]2[C:10]([Cl:9])=[CH:15][C:14]([C:16]([F:18])([F:19])[F:17])=[CH:13][N:12]=2)=[N:22]1)=[O:4])([CH2:29][CH3:30])[CH3:28]. (5) Given the reactants N#N.[CH3:3][C:4]1([C:9]2[CH:13]=[C:12]([CH2:14][N:15]3[CH:19]=[C:18]([N+:20]([O-])=O)[CH:17]=[N:16]3)[O:11][N:10]=2)[O:8][CH2:7][CH2:6][O:5]1.[NH4+].[Cl-], predict the reaction product. The product is: [CH3:3][C:4]1([C:9]2[CH:13]=[C:12]([CH2:14][N:15]3[CH:19]=[C:18]([NH2:20])[CH:17]=[N:16]3)[O:11][N:10]=2)[O:8][CH2:7][CH2:6][O:5]1. (6) Given the reactants [C:1]([O:5][C:6]([N:8]1[CH2:11][CH:10]([O:12][C:13]2[CH:14]=[N:15][C:16]([C:19]3[CH:24]=[CH:23][C:22]([C:25](OCC)=[O:26])=[C:21]([F:30])[CH:20]=3)=[CH:17][CH:18]=2)[CH2:9]1)=[O:7])([CH3:4])([CH3:3])[CH3:2], predict the reaction product. The product is: [C:1]([O:5][C:6]([N:8]1[CH2:9][CH:10]([O:12][C:13]2[CH:14]=[N:15][C:16]([C:19]3[CH:24]=[CH:23][C:22]([C:25](=[O:26])[NH:8][CH2:9][CH2:10][OH:12])=[C:21]([F:30])[CH:20]=3)=[CH:17][CH:18]=2)[CH2:11]1)=[O:7])([CH3:2])([CH3:3])[CH3:4]. (7) Given the reactants CN[O:3][CH2:4][C:5]1[N:6]([CH2:14][CH2:15][C:16]([OH:18])=[O:17])[C:7]2[C:12]([CH:13]=1)=[CH:11][CH:10]=[CH:9][CH:8]=2.N1C2C(=CC=CC=2)C=[C:20]1CO.CC([Si](Cl)(C)C)(C)C.N12CCCN=C1CCCCC2.C(OC)(=O)C=C, predict the reaction product. The product is: [OH:3][CH2:4][C:5]1[N:6]([CH2:14][CH2:15][C:16]([O:18][CH3:20])=[O:17])[C:7]2[C:12]([CH:13]=1)=[CH:11][CH:10]=[CH:9][CH:8]=2. (8) Given the reactants Cl[C:2]1[C:7]([C:8]2[CH:13]=[CH:12][CH:11]=[CH:10][CH:9]=2)=[CH:6][N:5]2[CH:14]=[C:15]([CH3:17])[N:16]=[C:4]2[N:3]=1.[C:18]([O:22][C:23](=[O:44])[NH:24][C:25]1([C:29]2[CH:34]=[CH:33][C:32](B3OC(C)(C)C(C)(C)O3)=[CH:31][CH:30]=2)[CH2:28][CH2:27][CH2:26]1)([CH3:21])([CH3:20])[CH3:19].C(=O)([O-])[O-].[K+].[K+].O, predict the reaction product. The product is: [C:18]([O:22][C:23](=[O:44])[NH:24][C:25]1([C:29]2[CH:30]=[CH:31][C:32]([C:2]3[C:7]([C:8]4[CH:13]=[CH:12][CH:11]=[CH:10][CH:9]=4)=[CH:6][N:5]4[CH:14]=[C:15]([CH3:17])[N:16]=[C:4]4[N:3]=3)=[CH:33][CH:34]=2)[CH2:26][CH2:27][CH2:28]1)([CH3:21])([CH3:19])[CH3:20]. (9) Given the reactants [ClH:1].[F:2][C:3]1[CH:4]=[CH:5][C:6]([C:15]([F:18])([F:17])[F:16])=[C:7]([C:9]2[CH2:10][CH2:11][NH:12][CH2:13][CH:14]=2)[CH:8]=1, predict the reaction product. The product is: [ClH:1].[F:2][C:3]1[CH:4]=[CH:5][C:6]([C:15]([F:18])([F:16])[F:17])=[C:7]([CH:9]2[CH2:10][CH2:11][NH:12][CH2:13][CH2:14]2)[CH:8]=1. (10) Given the reactants [CH3:1][C:2]1([CH3:27])[CH2:11][CH2:10][C:9]([CH3:13])([CH3:12])[C:8]2[CH:7]=[C:6]([C:14]3([CH3:26])[C:18]4[CH:19]=[C:20]([C:23](O)=[O:24])[CH:21]=[CH:22][C:17]=4[O:16][CH2:15]3)[CH:5]=[CH:4][C:3]1=2.O[N:29]1[C:33]2C=C[CH:36]=[CH:37][C:32]=2N=N1.C1(N=C=NC2CCCCC2)CCCCC1.C(N)CCC, predict the reaction product. The product is: [CH2:33]([NH:29][C:23]([C:20]1[CH:21]=[CH:22][C:17]2[O:16][CH2:15][C:14]([CH3:26])([C:6]3[CH:5]=[CH:4][C:3]4[C:2]([CH3:1])([CH3:27])[CH2:11][CH2:10][C:9]([CH3:12])([CH3:13])[C:8]=4[CH:7]=3)[C:18]=2[CH:19]=1)=[O:24])[CH2:32][CH2:37][CH3:36].